From a dataset of Experimentally validated miRNA-target interactions with 360,000+ pairs, plus equal number of negative samples. Binary Classification. Given a miRNA mature sequence and a target amino acid sequence, predict their likelihood of interaction. (1) The miRNA is rno-miR-192-5p with sequence CUGACCUAUGAAUUGACAGCC. The protein sequence of the target gene is MACEIMPLRSSQEDERPLSPFYLSAHVSQVSNVSTTGELLERTIRSAVEEHLFDVSNAGDQSSEDSEPGPSSASSIPTRQRGHQFKKQDDVWHGCDKELINKENIPSGFSGCAECILNSQEAERFQDDICDYVGERSKPKRQKSSSRLAKLSDNHDGALSMESLSSMQSQETLEPEAAEPLSSESKEIERGGRDTQHCENPTMKIQEHPSLSDTKQQRNQDGEDQQESFVPDMPQLDLTALCDEKTWEEPIPSWQPENADSDEARLSPQAGRLIHQFLDEDSDPMLSPRFYAYGQSRQYL.... Result: 0 (no interaction). (2) The miRNA is hsa-miR-8085 with sequence UGGGAGAGAGGACUGUGAGGC. The protein sequence of the target gene is MFSTKSAWLRNGGADQGPRGIALREAVMLLLYFGVPTGPSYNLDPENALLYQGPSGTLFGYSVVLHSHGSKRWLIVGAPTASWLSNASVVNPGAIYRCGIRKNPNQTCEQLQSGSPSGEPCGKTCLEERDNQWLGVTLSRQPGENGSIVTCGHRWKNIFYMKSDNKLPTGICYVMPSDLRTELSKRMAPCYKDYTRKFGENFASCQAGISSFYTQDLIVMGAPGSSYWTGTVFVYNITTNQYKAFVDRQNQVKFGSYLGYSVGAGHFRSPHTTEVVGGAPQHEQIGKAYIFSIDENELNI.... Result: 0 (no interaction). (3) The miRNA is hsa-miR-3677-3p with sequence CUCGUGGGCUCUGGCCACGGCC. The protein sequence of the target gene is MHFLTIYPNCSSGVVRAQSRTEQKNPLGLDDLGIQNLGQTVSLAPAVEAASMLKMEPLNSTHPGTAASSSPLESRAAGGGSGNGNEYFYILVVMSFYGIFLIGIMLGYMKSKRREKKSSLLLLYKDEERLWGEAMKPLPVVSGLRSVQVPLMLNMLQESVAPALSCTLCSMEGDSVSSESSSPDVHLTIQEEGADDELEETSETPLNESSEGSSENIHQNS. Result: 0 (no interaction).